This data is from Peptide-MHC class I binding affinity with 185,985 pairs from IEDB/IMGT. The task is: Regression. Given a peptide amino acid sequence and an MHC pseudo amino acid sequence, predict their binding affinity value. This is MHC class I binding data. (1) The peptide sequence is RVIDPRRCLK. The MHC is HLA-A11:01 with pseudo-sequence HLA-A11:01. The binding affinity (normalized) is 0.625. (2) The peptide sequence is FQPQNGQLI. The MHC is H-2-Kb with pseudo-sequence H-2-Kb. The binding affinity (normalized) is 0. (3) The peptide sequence is GVPPKVVSY. The MHC is HLA-A02:19 with pseudo-sequence HLA-A02:19. The binding affinity (normalized) is 0.0847. (4) The peptide sequence is YLDFGGPEG. The MHC is HLA-B58:01 with pseudo-sequence HLA-B58:01. The binding affinity (normalized) is 0.0847. (5) The peptide sequence is TQSPVSVGF. The MHC is HLA-A02:19 with pseudo-sequence HLA-A02:19. The binding affinity (normalized) is 0.0847.